From a dataset of Drug-target binding data from BindingDB using Ki measurements. Regression. Given a target protein amino acid sequence and a drug SMILES string, predict the binding affinity score between them. We predict pKi (pKi = -log10(Ki in M); higher means stronger inhibition). Dataset: bindingdb_ki. (1) The drug is NC(=O)[C@H](CCCN=C(N)N)NC(=O)[C@H](CC(=O)O)NC(=O)CS. The target protein (P14756) has sequence MKKVSTLDLLFVAIMGVSPAAFAADLIDVSKLPSKAAQGAPGPVTLQAAVGAGGADELKAIRSTTLPNGKQVTRYEQFHNGVRVVGEAITEVKGPGKSVAAQRSGHFVANIAADLPGSTTAAVSAEQVLAQAKSLKAQGRKTENDKVELVIRLGENNIAQLVYNVSYLIPGEGLSRPHFVIDAKTGEVLDQWEGLAHAEAGGPGGNQKIGKYTYGSDYGPLIVNDRCEMDDGNVITVDMNSSTDDSKTTPFRFACPTNTYKQVNGAYSPLNDAHFFGGVVFKLYRDWFGTSPLTHKLYMKVHYGRSVENAYWDGTAMLFGDGATMFYPLVSLDVAAHEVSHGFTEQNSGLIYRGQSGGMNEAFSDMAGEAAEFYMRGKNDFLIGYDIKKGSGALRYMDQPSRDGRSIDNASQYYNGIDVHHSSGVYNRAFYLLANSPGWDTRKAFEVFVDANRYYWTATSNYNSGACGVIRSAQNRNYSAADVTRAFSTVGVTCPSAL. The pKi is 3.3. (2) The target protein (P01015) has sequence MTPTGAGLKATIFCILTWVSLTAGDRVYIHPFHLLYYSKSTCAQLENPSVETLPEPTFEPVPIQAKTSPVDEKTLRDKLVLATEKLEAEDRQRAAQVAMIANFMGFRMYKMLSEARGVASGAVLSPPALFGTLVSFYLGSLDPTASQLQVLLGVPVKEGDCTSRLDGHKVLTALQAVQGLLVTQGGSSSQTPLLQSTVVGLFTAPGLRLKQPFVESLGPFTPAIFPRSLDLSTDPVLAAQKINRFVQAVTGWKMNLPLEGVSTDSTLFFNTYVHFQGKMRGFSQLTGLHEFWVDNSTSVSVPMLSGTGNFQHWSDAQNNFSVTRVPLGESVTLLLIQPQCASDLDRVEVLVFQHDFLTWIKNPPPRAIRLTLPQLEIRGSYNLQDLLAQAKLSTLLGAEANLGKMGDTNPRVGEVLNSILLELQAGEEEQPTESAQQPGSPEVLDVTLSSPFLFAIYERDSGALHFLGRVDNPQNVV. The pKi is 5.0. The drug is Oc1cc2c(cc1O)[C@@H]1c3ccccc3CN[C@@H]1CC2. (3) The drug is COc1cccc(C(O)C2CCN(CCc3ccc(F)cc3)CC2)c1OC. The target protein (P21918) has sequence MLPPGSNGTAYPGQFALYQQLAQGNAVGGSAGAPPLGPSQVVTACLLTLLIIWTLLGNVLVCAAIVRSRHLRANMTNVFIVSLAVSDLFVALLVMPWKAVAEVAGYWPFGAFCDVWVAFDIMCSTASILNLCVISVDRYWAISRPFRYKRKMTQRMALVMVGLAWTLSILISFIPVQLNWHRDQAASWGGLDLPNNLANWTPWEEDFWEPDVNAENCDSSLNRTYAISSSLISFYIPVAIMIVTYTRIYRIAQVQIRRISSLERAAEHAQSCRSSAACAPDTSLRASIKKETKVLKTLSVIMGVFVCCWLPFFILNCMVPFCSGHPEGPPAGFPCVSETTFDVFVWFGWANSSLNPVIYAFNADFQKVFAQLLGCSHFCSRTPVETVNISNELISYNQDIVFHKEIAAAYIHMMPNAVTPGNREVDNDEEEGPFDRMFQIYQTSPDGDPVAESVWELDCEGEISLDKITPFTPNGFH. The pKi is 5.0.